This data is from Full USPTO retrosynthesis dataset with 1.9M reactions from patents (1976-2016). The task is: Predict the reactants needed to synthesize the given product. (1) Given the product [N:20]1[N:21]([C:25]2[CH:26]=[C:27]([CH:30]=[CH:31][CH:32]=2)[CH2:28][N:1]2[CH:2]([C:10]3[C:15]([O:16][CH3:17])=[CH:14][CH:13]=[CH:12][C:11]=3[O:18][CH3:19])[CH2:3][CH2:4][CH2:5][C:6]2=[O:8])[N:22]=[CH:23][CH:24]=1, predict the reactants needed to synthesize it. The reactants are: [NH2:1][CH:2]([C:10]1[C:15]([O:16][CH3:17])=[CH:14][CH:13]=[CH:12][C:11]=1[O:18][CH3:19])[CH2:3][CH2:4][CH2:5][C:6]([O:8]C)=O.[N:20]1[N:21]([C:25]2[CH:26]=[C:27]([CH:30]=[CH:31][CH:32]=2)[CH:28]=O)[N:22]=[CH:23][CH:24]=1. (2) Given the product [CH3:1][O:2][C:3](=[O:24])[C:4]([C:9]1[NH:10][C:11]2[C:16]([C:17]=1[CH2:18][CH2:19][N:20]=[N+:21]=[N-:22])=[C:15]([Cl:23])[CH:14]=[CH:13][CH:12]=2)([CH3:25])[C:5]([O:7][CH3:8])=[O:6], predict the reactants needed to synthesize it. The reactants are: [CH3:1][O:2][C:3](=[O:24])[CH:4]([C:9]1[NH:10][C:11]2[C:16]([C:17]=1[CH2:18][CH2:19][N:20]=[N+:21]=[N-:22])=[C:15]([Cl:23])[CH:14]=[CH:13][CH:12]=2)[C:5]([O:7][CH3:8])=[O:6].[CH3:25][O-].[Na+].CI. (3) Given the product [CH3:1][O:2][C:3]1[CH:4]=[C:5]([C:11]2[CH2:15][CH:14]([CH2:16][CH2:17][CH2:18][CH2:19][N:34]3[CH2:33][CH2:32][N:31]([C:26]4[CH:27]=[CH:28][CH:29]=[CH:30][C:25]=4[O:24][CH2:22][CH3:23])[CH2:36][CH2:35]3)[O:13][N:12]=2)[CH:6]=[CH:7][C:8]=1[O:9][CH3:10], predict the reactants needed to synthesize it. The reactants are: [CH3:1][O:2][C:3]1[CH:4]=[C:5]([C:11]2[CH2:15][CH:14]([CH2:16][CH2:17][CH2:18][CH:19]=O)[O:13][N:12]=2)[CH:6]=[CH:7][C:8]=1[O:9][CH3:10].Cl.[CH2:22]([O:24][C:25]1[CH:30]=[CH:29][CH:28]=[CH:27][C:26]=1[N:31]1[CH2:36][CH2:35][NH:34][CH2:33][CH2:32]1)[CH3:23].[BH-](OC(C)=O)(OC(C)=O)OC(C)=O.[Na+].C(N(C(C)C)CC)(C)C. (4) Given the product [CH:42]([C:2]1[C:6]2=[N:7][C:8]([C:11]([NH:13][C:14]3[CH:15]=[N:16][CH:17]=[CH:18][C:19]=3[N:20]3[CH2:25][CH2:24][CH2:23][C@H:22]([NH:26][C:27](=[O:33])[O:28][C:29]([CH3:32])([CH3:31])[CH3:30])[CH2:21]3)=[O:12])=[CH:9][CH:10]=[C:5]2[S:4][CH:3]=1)=[CH2:43], predict the reactants needed to synthesize it. The reactants are: Br[C:2]1[C:6]2=[N:7][C:8]([C:11]([NH:13][C:14]3[CH:15]=[N:16][CH:17]=[CH:18][C:19]=3[N:20]3[CH2:25][CH2:24][CH2:23][C@H:22]([NH:26][C:27](=[O:33])[O:28][C:29]([CH3:32])([CH3:31])[CH3:30])[CH2:21]3)=[O:12])=[CH:9][CH:10]=[C:5]2[S:4][CH:3]=1.[O-]P([O-])([O-])=O.[K+].[K+].[K+].[CH3:42][C:43]1(C)C(C)(C)OB(C=C)O1. (5) Given the product [Cl:22][CH2:13][CH2:12][C@:11]([C:3]1[CH:4]=[C:5]([N+:8]([O-:10])=[O:9])[CH:6]=[CH:7][C:2]=1[F:1])([CH2:15][CH3:16])[N:17]=[C:18]=[S:19], predict the reactants needed to synthesize it. The reactants are: [F:1][C:2]1[CH:7]=[CH:6][C:5]([N+:8]([O-:10])=[O:9])=[CH:4][C:3]=1[C@:11]([N:17]=[C:18]=[S:19])([CH2:15][CH3:16])[CH2:12][CH2:13]O.S(Cl)([Cl:22])=O.CN(C=O)C. (6) Given the product [NH2:5][C:4]1[C:3]2[C:2](=[CH:9][CH:8]=[CH:7][C:6]=2[O:10][CH:11]2[CH2:16][CH2:15][O:14][CH2:13][CH2:12]2)[N:1]=[C:18]([CH3:25])[C:19]=1[C:20]([O:22][CH2:23][CH3:24])=[O:21], predict the reactants needed to synthesize it. The reactants are: [NH2:1][C:2]1[CH:9]=[CH:8][CH:7]=[C:6]([O:10][CH:11]2[CH2:16][CH2:15][O:14][CH2:13][CH2:12]2)[C:3]=1[C:4]#[N:5].O=[C:18]([CH3:25])[CH2:19][C:20]([O:22][CH2:23][CH3:24])=[O:21].